This data is from Full USPTO retrosynthesis dataset with 1.9M reactions from patents (1976-2016). The task is: Predict the reactants needed to synthesize the given product. (1) The reactants are: S(=O)(=O)(O)[OH:2].[Br:6][C:7]1[C:12]([F:13])=[CH:11][CH:10]=[CH:9][C:8]=1[NH:14][C:15](=[O:19])[CH:16]=NO. Given the product [Br:6][C:7]1[C:12]([F:13])=[CH:11][CH:10]=[C:9]2[C:8]=1[NH:14][C:15](=[O:19])[C:16]2=[O:2], predict the reactants needed to synthesize it. (2) Given the product [Cl:1][C:2]1[CH:7]=[CH:6][C:5]([C:8]2[N:13]=[C:12]([NH:14][CH:15]([CH3:17])[CH3:16])[N:11]3[C:18](=[O:21])[N:19]([CH3:29])[N:20]=[C:10]3[C:9]=2[C:22]2[CH:23]=[CH:24][C:25]([Cl:28])=[CH:26][CH:27]=2)=[CH:4][CH:3]=1, predict the reactants needed to synthesize it. The reactants are: [Cl:1][C:2]1[CH:7]=[CH:6][C:5]([C:8]2[N:13]=[C:12]([NH:14][CH:15]([CH3:17])[CH3:16])[N:11]3[C:18](=[O:21])[NH:19][N:20]=[C:10]3[C:9]=2[C:22]2[CH:27]=[CH:26][C:25]([Cl:28])=[CH:24][CH:23]=2)=[CH:4][CH:3]=1.[CH3:29]N(C=O)C.C(=O)([O-])[O-].[K+].[K+].CI. (3) Given the product [CH3:25][O:24][C:3]1[CH:4]=[C:5]2[C:10](=[CH:11][C:2]=1[O:1][CH2:40][CH2:41][N:36]1[CH2:34][CH2:33][O:39][CH2:38][CH2:37]1)[N:9]=[CH:8][CH:7]=[C:6]2[O:12][C:13]1[C:14]([CH3:23])=[N:15][C:16]2[C:21]([CH:22]=1)=[CH:20][CH:19]=[CH:18][N:17]=2, predict the reactants needed to synthesize it. The reactants are: [OH:1][C:2]1[CH:11]=[C:10]2[C:5]([C:6]([O:12][C:13]3[C:14]([CH3:23])=[N:15][C:16]4[C:21]([CH:22]=3)=[CH:20][CH:19]=[CH:18][N:17]=4)=[CH:7][CH:8]=[N:9]2)=[CH:4][C:3]=1[O:24][CH3:25].C(=O)([O-])[O-].[K+].[K+].Br[CH2:33][CH2:34]Cl.[NH:36]1[CH2:41][CH2:40][O:39][CH2:38][CH2:37]1. (4) Given the product [O:9]1[C:13]2[CH:14]=[CH:15][C:16]([C:18]3[N:22]([CH3:23])[C:21]([CH:24]4[N:25]([CH3:26])[C:3](=[O:8])[C:4](=[CH2:5])[CH2:6]4)=[N:20][CH:19]=3)=[CH:17][C:12]=2[O:11][CH2:10]1, predict the reactants needed to synthesize it. The reactants are: CO[C:3](=[O:8])[C:4]([CH2:6]Br)=[CH2:5].[O:9]1[C:13]2[CH:14]=[CH:15][C:16]([C:18]3[N:22]([CH3:23])[C:21](/[CH:24]=[N:25]/[CH3:26])=[N:20][CH:19]=3)=[CH:17][C:12]=2[O:11][CH2:10]1.[NH4+].[Cl-]. (5) Given the product [C:54]1([N:53]2[C:49]([S:46]([CH2:45][CH:44]3[CH2:60][CH2:1][O:42][CH2:43]3)(=[O:47])=[O:48])=[N:50][N:51]=[N:52]2)[CH:55]=[CH:56][CH:57]=[CH:58][CH:59]=1, predict the reactants needed to synthesize it. The reactants are: [CH:1]1(SC2C=CC(C(C3C=CC(C(F)(F)F)=C(OC)N=3)=O)=CC=2)CC1.[Si]([O:42][CH2:43][C@H:44]([CH3:60])[CH2:45][S:46]([C:49]1[N:53]([C:54]2[CH:59]=[CH:58][CH:57]=[CH:56][CH:55]=2)[N:52]=[N:51][N:50]=1)(=[O:48])=[O:47])(C(C)(C)C)(C1C=CC=CC=1)C1C=CC=CC=1.